The task is: Predict the product of the given reaction.. This data is from Forward reaction prediction with 1.9M reactions from USPTO patents (1976-2016). (1) Given the reactants [NH2:1][C:2]1[N:7]=[CH:6][C:5]([CH:8]=[O:9])=[CH:4][CH:3]=1.[CH2:10]([O:12][C:13](=[O:18])[C:14](=O)[CH2:15]Br)[CH3:11], predict the reaction product. The product is: [CH2:10]([O:12][C:13]([C:14]1[N:1]=[C:2]2[CH:3]=[CH:4][C:5]([CH:8]=[O:9])=[CH:6][N:7]2[CH:15]=1)=[O:18])[CH3:11]. (2) Given the reactants [S:1]1[CH:5]=[CH:4][CH:3]=[C:2]1[SH:6].Br[CH2:8][CH2:9][CH2:10][CH2:11][CH2:12][C:13]([OH:15])=[O:14], predict the reaction product. The product is: [S:1]1[CH:5]=[CH:4][CH:3]=[C:2]1[S:6][CH2:8][CH2:9][CH2:10][CH2:11][CH2:12][C:13]([OH:15])=[O:14].